From a dataset of Full USPTO retrosynthesis dataset with 1.9M reactions from patents (1976-2016). Predict the reactants needed to synthesize the given product. (1) Given the product [C:41]([C:45]1[CH:46]=[CH:47][C:48]([C:49]([NH:26][C:21]2[CH:22]=[C:23]([F:25])[CH:24]=[C:19]([C:18]3[C:13]4[CH:12]=[C:11]([C:8]5[CH2:9][CH2:10][C:5]6([O:1][CH2:2][CH2:3][O:4]6)[CH2:6][CH:7]=5)[NH:28][C:14]=4[N:15]=[CH:16][N:17]=3)[C:20]=2[CH3:27])=[O:50])=[CH:52][CH:53]=1)([CH3:44])([CH3:42])[CH3:43], predict the reactants needed to synthesize it. The reactants are: [O:1]1[C:5]2([CH2:10][CH2:9][C:8]([C:11]3[NH:28][C:14]4[N:15]=[CH:16][N:17]=[C:18]([C:19]5[C:20]([CH3:27])=[C:21]([NH2:26])[CH:22]=[C:23]([F:25])[CH:24]=5)[C:13]=4[CH:12]=3)=[CH:7][CH2:6]2)[O:4][CH2:3][CH2:2]1.CN(C)C1C=CC(C(Cl)=O)=CC=1.[C:41]([C:45]1[CH:53]=[CH:52][C:48]([C:49](Cl)=[O:50])=[CH:47][CH:46]=1)([CH3:44])([CH3:43])[CH3:42]. (2) Given the product [F:1][C:2]([F:7])([F:6])[C:3]([O-:5])=[O:4].[CH2:35]([O:34][C:21]1[CH:22]=[C:23]([O:26][CH2:27][C:28]2[CH:29]=[CH:30][CH:31]=[CH:32][CH:33]=2)[CH:24]=[CH:25][C:20]=1[CH:17]1[CH2:18][CH2:19][NH2+:15][CH2:16]1)[C:36]1[CH:37]=[CH:38][CH:39]=[CH:40][CH:41]=1, predict the reactants needed to synthesize it. The reactants are: [F:1][C:2]([F:7])([F:6])[C:3]([OH:5])=[O:4].C(OC([N:15]1[CH2:19][CH2:18][CH:17]([C:20]2[CH:25]=[CH:24][C:23]([O:26][CH2:27][C:28]3[CH:33]=[CH:32][CH:31]=[CH:30][CH:29]=3)=[CH:22][C:21]=2[O:34][CH2:35][C:36]2[CH:41]=[CH:40][CH:39]=[CH:38][CH:37]=2)[CH2:16]1)=O)(C)(C)C. (3) The reactants are: C[O:2][C:3]1[CH:8]=[CH:7][CH:6]=[CH:5][C:4]=1[C:9]1[N:10]=[C:11]([N:14]2[C:18]([C:19]([F:22])([F:21])[F:20])=[C:17]([C:23]([O:25][CH2:26][CH3:27])=[O:24])[CH:16]=[N:15]2)[S:12][CH:13]=1.B(Br)(Br)Br. Given the product [OH:2][C:3]1[CH:8]=[CH:7][CH:6]=[CH:5][C:4]=1[C:9]1[N:10]=[C:11]([N:14]2[C:18]([C:19]([F:22])([F:21])[F:20])=[C:17]([C:23]([O:25][CH2:26][CH3:27])=[O:24])[CH:16]=[N:15]2)[S:12][CH:13]=1, predict the reactants needed to synthesize it.